Task: Predict which catalyst facilitates the given reaction.. Dataset: Catalyst prediction with 721,799 reactions and 888 catalyst types from USPTO (1) Reactant: [CH3:1][C:2]1[CH:6]=[C:5]([NH2:7])[O:4][N:3]=1.[Li+].C[Si]([N-][Si](C)(C)C)(C)C.[CH:18]1([CH2:21][C:22]2[C:27]([C:28]3[CH:33]=[CH:32][N:31]=[C:30](S(C)=O)[N:29]=3)=[CH:26][N:25]=[C:24]([NH2:37])[N:23]=2)[CH2:20][CH2:19]1. Product: [CH:18]1([CH2:21][C:22]2[C:27]([C:28]3[CH:33]=[CH:32][N:31]=[C:30]([NH:7][C:5]4[O:4][N:3]=[C:2]([CH3:1])[CH:6]=4)[N:29]=3)=[CH:26][N:25]=[C:24]([NH2:37])[N:23]=2)[CH2:19][CH2:20]1. The catalyst class is: 1. (2) Reactant: [F:1][C:2]1[CH:8]=[CH:7][C:5]([NH2:6])=[CH:4][CH:3]=1.[CH2:9]([O:11][C:12]1[C:13](=O)[C:14](=[O:19])[C:15]=1[O:16]CC)[CH3:10]. Product: [CH2:9]([O:11][C:12]1[C:15](=[O:16])[C:14](=[O:19])[C:13]=1[NH:6][C:5]1[CH:7]=[CH:8][C:2]([F:1])=[CH:3][CH:4]=1)[CH3:10]. The catalyst class is: 8. (3) Reactant: Br[CH2:2][C:3]1[C:12]([C:13]([O:15]C)=O)=[C:11]([Cl:17])[C:10]2[C:5](=[CH:6][CH:7]=[C:8]([C:18]#[N:19])[CH:9]=2)[N:4]=1.[CH2:20]([NH2:22])[CH3:21]. Product: [Cl:17][C:11]1[C:10]2[CH:9]=[C:8]([C:18]#[N:19])[CH:7]=[CH:6][C:5]=2[N:4]=[C:3]2[CH2:2][N:22]([CH2:20][CH3:21])[C:13](=[O:15])[C:12]=12. The catalyst class is: 8. (4) Reactant: [C:1]([O:5][C:6]([N:8]1[CH2:12][CH2:11][CH:10]([NH:13][CH2:14][CH3:15])[CH2:9]1)=[O:7])([CH3:4])([CH3:3])[CH3:2].[Cl:16][C:17]1[CH:22]=[CH:21][C:20]([N:23]=[C:24]=[O:25])=[CH:19][CH:18]=1. Product: [C:1]([O:5][C:6]([N:8]1[CH2:12][CH2:11][CH:10]([N:13]([CH2:14][CH3:15])[C:24]([NH:23][C:20]2[CH:21]=[CH:22][C:17]([Cl:16])=[CH:18][CH:19]=2)=[O:25])[CH2:9]1)=[O:7])([CH3:4])([CH3:3])[CH3:2]. The catalyst class is: 3. (5) Reactant: [Br:1][C:2]1[CH:7]=[CH:6][CH:5]=[C:4]([CH:8](Br)[CH:9](OC)OC)[N:3]=1.[Cl:15][C:16]1[C:17]([NH2:22])=[N:18][CH:19]=[CH:20][N:21]=1.CC1C=CC(S(O)(=O)=O)=CC=1.O. Product: [Br:1][C:2]1[N:3]=[C:4]([C:8]2[N:18]3[CH:19]=[CH:20][N:21]=[C:16]([Cl:15])[C:17]3=[N:22][CH:9]=2)[CH:5]=[CH:6][CH:7]=1. The catalyst class is: 144. (6) Reactant: [CH2:1]([N:3]1[CH2:8][CH2:7][N:6]([C:9]2[CH:10]=[N:11][C:12]([N+:15]([O-])=O)=[CH:13][CH:14]=2)[CH2:5][CH2:4]1)[CH3:2].C(O)C. Product: [CH2:1]([N:3]1[CH2:4][CH2:5][N:6]([C:9]2[CH:14]=[CH:13][C:12]([NH2:15])=[N:11][CH:10]=2)[CH2:7][CH2:8]1)[CH3:2]. The catalyst class is: 153. (7) Reactant: [O:1]1[C:5]2[CH:6]=[CH:7][CH:8]=[CH:9][C:4]=2[C:3]([CH2:10][C:11]([OH:13])=O)=[CH:2]1.[NH:14]1[C:22]2[C:17](=[C:18]([N:23]3[CH2:28][CH2:27][NH:26][CH2:25][CH2:24]3)[CH:19]=[CH:20][CH:21]=2)[CH:16]=[CH:15]1.O1CCCC1. Product: [O:1]1[C:5]2[CH:6]=[CH:7][CH:8]=[CH:9][C:4]=2[C:3]([CH2:10][C:11]([N:26]2[CH2:27][CH2:28][N:23]([C:18]3[CH:19]=[CH:20][CH:21]=[C:22]4[C:17]=3[CH:16]=[CH:15][NH:14]4)[CH2:24][CH2:25]2)=[O:13])=[CH:2]1. The catalyst class is: 9. (8) Reactant: [F:1][C:2]1([C:9]2[CH:14]=[CH:13][C:12]([C:15]3[CH2:19][C:18]([C:24]4[CH:29]=[C:28]([Cl:30])[C:27]([Cl:31])=[C:26]([Cl:32])[CH:25]=4)([C:20]([F:23])([F:22])[F:21])[O:17][N:16]=3)=[CH:11][CH:10]=2)[CH2:5][CH:4]([C:6]([OH:8])=O)[CH2:3]1.C(Cl)(=O)C(Cl)=O.[CH3:39][NH:40][CH3:41]. Product: [CH3:39][N:40]([CH3:41])[C:6]([CH:4]1[CH2:5][C:2]([F:1])([C:9]2[CH:10]=[CH:11][C:12]([C:15]3[CH2:19][C:18]([C:24]4[CH:25]=[C:26]([Cl:32])[C:27]([Cl:31])=[C:28]([Cl:30])[CH:29]=4)([C:20]([F:23])([F:22])[F:21])[O:17][N:16]=3)=[CH:13][CH:14]=2)[CH2:3]1)=[O:8]. The catalyst class is: 168. (9) Reactant: Br[C:2]1[CH:7]=[C:6](Br)[CH:5]=[C:4]([Br:9])[CH:3]=1.[C:10]1([C:33]2[CH:38]=[CH:37][CH:36]=[CH:35][CH:34]=2)[CH:15]=[CH:14][C:13]([NH:16][C:17]2[C:26]3[C:21](=[CH:22][CH:23]=[CH:24][CH:25]=3)[C:20]([C:27]3[CH:32]=[CH:31][CH:30]=[CH:29][CH:28]=3)=[CH:19][CH:18]=2)=[CH:12][CH:11]=1.[CH:52]1[CH:57]=[CH:56][C:55](P([C:52]2[CH:57]=[CH:56][CH:55]=[CH:54][CH:53]=2)[C:52]2[CH:57]=[CH:56][CH:55]=[CH:54][CH:53]=2)=[CH:54][CH:53]=1.[CH3:58][C:59]([O-])([CH3:61])[CH3:60].[Na+]. Product: [C:10]1([C:33]2[CH:34]=[CH:35][CH:36]=[CH:37][CH:38]=2)[CH:15]=[CH:14][C:13]([N:16]([C:17]2[C:26]3[C:21](=[CH:22][CH:23]=[CH:24][CH:25]=3)[C:20]([C:27]3[CH:32]=[CH:31][CH:30]=[CH:29][CH:28]=3)=[CH:19][CH:18]=2)[C:6]2[CH:5]=[C:4]([Br:9])[CH:3]=[C:2]([N:16]([C:13]3[CH:12]=[CH:11][C:10]([C:52]4[CH:53]=[CH:54][CH:55]=[CH:56][CH:57]=4)=[CH:15][CH:14]=3)[C:17]3[C:18]4[C:60](=[CH:22][CH:21]=[CH:20][CH:19]=4)[C:59]([C:61]4[CH:29]=[CH:28][CH:27]=[CH:32][CH:31]=4)=[CH:58][CH:26]=3)[CH:7]=2)=[CH:12][CH:11]=1. The catalyst class is: 187. (10) Reactant: [CH3:1][Si:2]([CH3:9])([CH3:8])N1C=CN=C1.[C:10]1([S:16]([CH2:19][C@@H:20]([C@@H:28]2[C@:36]3([CH3:37])[C@H:31]([C@@H:32]([O:38][Si:39]([C:42]([CH3:45])([CH3:44])[CH3:43])([CH3:41])[CH3:40])[CH2:33][CH2:34][CH2:35]3)[CH2:30][CH2:29]2)[CH2:21][CH2:22][CH2:23][C:24]([CH3:27])([OH:26])[CH3:25])(=[O:18])=[O:17])[CH:15]=[CH:14][CH:13]=[CH:12][CH:11]=1. Product: [C:10]1([S:16]([CH2:19][C@@H:20]([C@@H:28]2[C@:36]3([CH3:37])[C@H:31]([C@@H:32]([O:38][Si:39]([C:42]([CH3:45])([CH3:44])[CH3:43])([CH3:40])[CH3:41])[CH2:33][CH2:34][CH2:35]3)[CH2:30][CH2:29]2)[CH2:21][CH2:22][CH2:23][C:24]([CH3:27])([O:26][Si:2]([CH3:9])([CH3:8])[CH3:1])[CH3:25])(=[O:18])=[O:17])[CH:15]=[CH:14][CH:13]=[CH:12][CH:11]=1. The catalyst class is: 244.